Dataset: Forward reaction prediction with 1.9M reactions from USPTO patents (1976-2016). Task: Predict the product of the given reaction. (1) The product is: [NH2:1][C:2]1[C:7]2[CH:8]=[C:9]([Br:11])[S:10][C:6]=2[C:5]([C:12]([NH2:13])=[O:15])=[CH:4][N:3]=1. Given the reactants [NH2:1][C:2]1[C:7]2[CH:8]=[C:9]([Br:11])[S:10][C:6]=2[C:5]([C:12]#[N:13])=[CH:4][N:3]=1.S(=O)(=O)(O)[OH:15], predict the reaction product. (2) Given the reactants [C:1]([C:4]1[C:12]2[C:7](=[CH:8][C:9]([OH:13])=[CH:10][CH:11]=2)[N:6]([CH2:14][C:15]([O:17]C(C)(C)C)=[O:16])[N:5]=1)(=[O:3])[NH2:2].C(O)(C(F)(F)F)=O, predict the reaction product. The product is: [C:1]([C:4]1[C:12]2[C:7](=[CH:8][C:9]([OH:13])=[CH:10][CH:11]=2)[N:6]([CH2:14][C:15]([OH:17])=[O:16])[N:5]=1)(=[O:3])[NH2:2]. (3) Given the reactants [CH2:1]([O:3][C:4]([C@@H:6]1[CH2:10][C:9](=[CH2:11])[CH2:8][C@H:7]1C(O)=O)=[O:5])C.CC[N:17]([CH2:20]C)CC.C1(P(N=[N+]=[N-])(C2C=CC=CC=2)=[O:29])C=CC=CC=1.[CH3:39][C:40]([OH:43])([CH3:42])[CH3:41], predict the reaction product. The product is: [CH3:1][O:3][C:4]([CH:6]1[CH2:10][C:9](=[CH2:11])[CH2:8][CH:7]1[NH:17][C:20]([O:43][C:40]([CH3:42])([CH3:41])[CH3:39])=[O:29])=[O:5]. (4) Given the reactants [CH2:1]([OH:23])[C@H:2]1[O:7][C@H:6]([O:8][C@:9]2([CH2:18][OH:19])[O:13][C@H:12]([CH2:14][OH:15])[C@@H:11]([OH:16])[C@@H:10]2[OH:17])[C@H:5]([OH:20])[C@@H:4]([OH:21])[C@@H:3]1[OH:22], predict the reaction product. The product is: [CH2:1]([OH:23])[C@H:2]1[O:7][C@H:6]([O:8][C@@H:9]([C@@H:10]([OH:17])[C@H:11]([OH:16])[C:12]([CH2:14][OH:15])=[O:13])[CH2:18][OH:19])[C@H:5]([OH:20])[C@@H:4]([OH:21])[C@@H:3]1[OH:22]. (5) Given the reactants [CH2:1]([O:8][C:9]([NH:11][C:12]([NH2:14])=[NH:13])=[O:10])[C:2]1[CH:7]=[CH:6][CH:5]=[CH:4][CH:3]=1.C(N(C(C)C)CC)(C)C.Br[CH2:25][C:26](=O)[CH2:27][CH3:28], predict the reaction product. The product is: [NH2:13][C:12]1[N:11]([C:9]([O:8][CH2:1][C:2]2[CH:3]=[CH:4][CH:5]=[CH:6][CH:7]=2)=[O:10])[CH:25]=[C:26]([CH2:27][CH3:28])[N:14]=1.